Dataset: Forward reaction prediction with 1.9M reactions from USPTO patents (1976-2016). Task: Predict the product of the given reaction. (1) Given the reactants [C:1]1([N:7]2[C:25](=[O:26])[C:10]3=[CH:11][NH:12][C:13]4[CH:14]=[C:15]([N:19]5[CH2:24][CH2:23][NH:22][CH2:21][CH2:20]5)[CH:16]=[CH:17][C:18]=4[C:9]3=[N:8]2)[CH:6]=[CH:5][CH:4]=[CH:3][CH:2]=1.NC1C=CC2C3C(C(=O)N(C4C=CC([Cl:47])=CC=4)N=3)=CNC=2C=1, predict the reaction product. The product is: [Cl:47][C:4]1[CH:5]=[CH:6][C:1]([N:7]2[C:25](=[O:26])[C:10]3=[CH:11][NH:12][C:13]4[CH:14]=[C:15]([N:19]5[CH2:20][CH2:21][NH:22][CH2:23][CH2:24]5)[CH:16]=[CH:17][C:18]=4[C:9]3=[N:8]2)=[CH:2][CH:3]=1. (2) Given the reactants [CH3:1][O:2][C:3]1[C:4]([C:9]#[N:10])=[N:5][CH:6]=[CH:7][CH:8]=1.[Br:11]N1C(=O)CCC1=O, predict the reaction product. The product is: [Br:11][C:6]1[N:5]=[C:4]([C:9]#[N:10])[C:3]([O:2][CH3:1])=[CH:8][CH:7]=1.